Dataset: Reaction yield outcomes from USPTO patents with 853,638 reactions. Task: Predict the reaction yield, written as a fraction of the theoretical maximum amount of product (1.0 means a 100% yield; for example, 0.34 means a 34% yield). The reactants are C(OC(=O)[C:5]1[CH:10]=[CH:9][C:8]([N:11]2[CH2:16][CH2:15][N:14]([C:17]3[C:26]4[C:21](=[CH:22][CH:23]=[CH:24][CH:25]=4)[C:20]([CH2:27][C:28]4[CH:33]=[CH:32][C:31]([F:34])=[CH:30][CH:29]=4)=[N:19][N:18]=3)[CH2:13][CH2:12]2)=[N:7][CH:6]=1)C.[CH3:36][Mg]I.[CH2:39]1[CH2:43][O:42]CC1. No catalyst specified. The product is [F:34][C:31]1[CH:32]=[CH:33][C:28]([CH2:27][C:20]2[C:21]3[C:26](=[CH:25][CH:24]=[CH:23][CH:22]=3)[C:17]([N:14]3[CH2:13][CH2:12][N:11]([C:8]4[N:7]=[CH:6][C:5]([C:43]([OH:42])([CH3:39])[CH3:36])=[CH:10][CH:9]=4)[CH2:16][CH2:15]3)=[N:18][N:19]=2)=[CH:29][CH:30]=1. The yield is 0.100.